From a dataset of Reaction yield outcomes from USPTO patents with 853,638 reactions. Predict the reaction yield, written as a fraction of the theoretical maximum amount of product (1.0 means a 100% yield; for example, 0.34 means a 34% yield). (1) The reactants are [CH3:1][C:2]([C:5]#[C:6][CH:7]([OH:16])[C:8]#[C:9][C:10]1[CH:15]=[CH:14][CH:13]=[CH:12][CH:11]=1)([CH3:4])[CH3:3]. The catalyst is ClCCl.[O-2].[O-2].[Mn+4]. The product is [CH3:4][C:2]([C:5]#[C:6][C:7](=[O:16])[C:8]#[C:9][C:10]1[CH:11]=[CH:12][CH:13]=[CH:14][CH:15]=1)([CH3:1])[CH3:3]. The yield is 0.950. (2) The reactants are Cl.[CH3:2][C:3]1[C:11]2[C:6](=[CH:7][CH:8]=[CH:9][CH:10]=2)[NH:5][C:4]=1[C:12]1[CH:13]=[N:14][CH:15]=[CH:16][CH:17]=1.C[Si]([N-][Si](C)(C)C)(C)C.[K+].Br[CH2:29][C:30]1[CH:34]=[C:33]([CH3:35])[O:32][N:31]=1. The catalyst is C1COCC1. The product is [NH4+:5].[OH-:32].[CH3:2][C:3]1[C:11]2[C:6](=[CH:7][CH:8]=[CH:9][CH:10]=2)[N:5]([CH2:29][C:30]2[CH:34]=[C:33]([CH3:35])[O:32][N:31]=2)[C:4]=1[C:12]1[CH:13]=[N:14][CH:15]=[CH:16][CH:17]=1. The yield is 0.00100. (3) The reactants are [CH2:1]([C@:8]12[CH2:18][CH2:17][C:16](=[O:19])[CH2:15][C@H:14]1[CH2:13][CH2:12][CH2:11][C:10]1[CH:20]=[C:21]([O:24]S(C(F)(F)F)(=O)=O)[CH:22]=[CH:23][C:9]2=1)[C:2]1[CH:7]=[CH:6][CH:5]=[CH:4][CH:3]=1.[CH2:32]([C@@:39]12[CH2:49][CH2:48][C:47](=[O:50])[CH2:46][C@@H:45]1[CH2:44][CH2:43][CH2:42][C:41]1[CH:51]=[C:52]([O:55]S(C(F)(F)F)(=O)=O)[CH:53]=[CH:54][C:40]2=1)[C:33]1[CH:38]=[CH:37][CH:36]=[CH:35][CH:34]=1.CC1(C)C2C(=C(P(C3C=CC=CC=3)C3C=CC=CC=3)C=CC=2)[O:84][C:66]2C(P(C3C=CC=CC=3)C3C=CC=CC=3)=CC=CC1=2.CO. The catalyst is CN(C=O)C.C1C=CC(/C=C/C(/C=C/C2C=CC=CC=2)=O)=CC=1.C1C=CC(/C=C/C(/C=C/C2C=CC=CC=2)=O)=CC=1.C1C=CC(/C=C/C(/C=C/C2C=CC=CC=2)=O)=CC=1.[Pd].[Pd]. The product is [CH3:66][O:84][C:52]([C:21]1[CH:22]=[CH:23][C:9]2[C@@:8]3([CH2:1][C:2]4[CH:3]=[CH:4][CH:5]=[CH:6][CH:7]=4)[CH2:18][CH2:17][C:16](=[O:19])[CH2:15][C@H:14]3[CH2:13][CH2:12][CH2:11][C:10]=2[CH:20]=1)=[O:55].[CH3:66][O:84][C:21]([C:52]1[CH:53]=[CH:54][C:40]2[C@:39]3([CH2:32][C:33]4[CH:34]=[CH:35][CH:36]=[CH:37][CH:38]=4)[CH2:49][CH2:48][C:47](=[O:50])[CH2:46][C@@H:45]3[CH2:44][CH2:43][CH2:42][C:41]=2[CH:51]=1)=[O:24]. The yield is 0.640. (4) The reactants are [NH:1]1[C:9]2[C:4](=[CH:5][C:6]([S:10]([NH2:13])(=[O:12])=[O:11])=[CH:7][CH:8]=2)[CH2:3][CH2:2]1.[CH:14]1([C:20](Cl)=[O:21])[CH2:19][CH2:18][CH2:17][CH2:16][CH2:15]1.C([O-])([O-])=O.[K+].[K+]. The catalyst is CC#N.CCOC(C)=O.C([O-])(O)=O.[Na+]. The product is [CH:14]1([C:20]([N:1]2[C:9]3[C:4](=[CH:5][C:6]([S:10]([NH2:13])(=[O:11])=[O:12])=[CH:7][CH:8]=3)[CH2:3][CH2:2]2)=[O:21])[CH2:19][CH2:18][CH2:17][CH2:16][CH2:15]1. The yield is 0.200.